This data is from Full USPTO retrosynthesis dataset with 1.9M reactions from patents (1976-2016). The task is: Predict the reactants needed to synthesize the given product. (1) The reactants are: [O:1]1[CH:5]=[CH:4][CH:3]=[C:2]1[C:6]1[CH:12]=[CH:11][CH:10]=[CH:9][C:7]=1[NH2:8].Cl[C:14]([O:16][C:17]1[CH:22]=[CH:21][CH:20]=[CH:19][CH:18]=1)=[O:15].N1C=CC=CC=1. Given the product [O:1]1[CH:5]=[CH:4][CH:3]=[C:2]1[C:6]1[CH:12]=[CH:11][CH:10]=[CH:9][C:7]=1[NH:8][C:14](=[O:15])[O:16][C:17]1[CH:22]=[CH:21][CH:20]=[CH:19][CH:18]=1, predict the reactants needed to synthesize it. (2) Given the product [Br:59][C:56]1[CH:57]=[CH:58][C:53]([NH:52][C:8](=[O:9])[CH:7]([C:11]2[CH:16]=[CH:15][C:14]([S:17]([CH3:20])(=[O:18])=[O:19])=[C:13]([C:21]([F:23])([F:22])[F:24])[CH:12]=2)[CH2:6][CH:1]2[CH2:2][CH2:3][CH2:4][CH2:5]2)=[N:54][CH:55]=1, predict the reactants needed to synthesize it. The reactants are: [CH:1]1([CH2:6][CH:7]([C:11]2[CH:16]=[CH:15][C:14]([S:17]([CH3:20])(=[O:19])=[O:18])=[C:13]([C:21]([F:24])([F:23])[F:22])[CH:12]=2)[C:8](O)=[O:9])[CH2:5][CH2:4][CH2:3][CH2:2]1.C1(P(C2C=CC=CC=2)C2C=CC=CC=2)C=CC=CC=1.BrN1C(=O)CCC1=O.[NH2:52][C:53]1[CH:58]=[CH:57][C:56]([Br:59])=[CH:55][N:54]=1. (3) Given the product [C:40]1([P:46]([N:1]2[CH2:3][C@H:2]2[CH2:4][O:5][C:6]2[CH:7]=[C:8]([C:12]3[CH:13]=[C:14]4[C:19](=[C:20]([NH2:22])[N:21]=3)[CH:18]=[N:17][C:16]3[CH:23]=[C:24]([O:29][CH3:30])[C:25]([O:27][CH3:28])=[CH:26][C:15]4=3)[CH:9]=[N:10][CH:11]=2)([C:48]2[CH:53]=[CH:52][CH:51]=[CH:50][CH:49]=2)=[O:47])[CH:41]=[CH:42][CH:43]=[CH:44][CH:45]=1, predict the reactants needed to synthesize it. The reactants are: [NH:1]1[CH2:3][C@H:2]1[CH2:4][O:5][C:6]1[CH:7]=[C:8]([C:12]2[CH:13]=[C:14]3[C:19](=[C:20]([NH2:22])[N:21]=2)[CH:18]=[N:17][C:16]2[CH:23]=[C:24]([O:29][CH3:30])[C:25]([O:27][CH3:28])=[CH:26][C:15]3=2)[CH:9]=[N:10][CH:11]=1.C(N(C(C)C)CC)(C)C.[C:40]1([P:46](Cl)([C:48]2[CH:53]=[CH:52][CH:51]=[CH:50][CH:49]=2)=[O:47])[CH:45]=[CH:44][CH:43]=[CH:42][CH:41]=1. (4) Given the product [CH2:1]([O:8][C:9]1[CH:10]=[C:11]2[C:12](=[CH:13][C:14]=1[O:15][CH3:16])[CH:20](/[CH:21]=[CH:22]/[C:23]1[CH:28]=[CH:27][C:26]([O:29][CH3:30])=[CH:25][C:24]=1[O:31][CH3:32])[NH:19][CH2:18][CH2:17]2)[C:2]1[CH:7]=[CH:6][CH:5]=[CH:4][CH:3]=1, predict the reactants needed to synthesize it. The reactants are: [CH2:1]([O:8][C:9]1[CH:10]=[C:11]([CH2:17][CH2:18][NH:19][C:20](=O)/[CH:21]=[CH:22]/[C:23]2[CH:28]=[CH:27][C:26]([O:29][CH3:30])=[CH:25][C:24]=2[O:31][CH3:32])[CH:12]=[CH:13][C:14]=1[O:15][CH3:16])[C:2]1[CH:7]=[CH:6][CH:5]=[CH:4][CH:3]=1.O=P(Cl)(Cl)Cl.[BH4-].[Na+].